Dataset: Reaction yield outcomes from USPTO patents with 853,638 reactions. Task: Predict the reaction yield, written as a fraction of the theoretical maximum amount of product (1.0 means a 100% yield; for example, 0.34 means a 34% yield). (1) The reactants are [H-].[H-].[H-].[H-].[Li+].[Al+3].C([O:9][C:10]([C:12]1[S:16][C:15](/[CH:17]=[CH:18]/[C:19]2[CH:24]=[CH:23][CH:22]=[C:21]([C:25]([F:28])([F:27])[F:26])[CH:20]=2)=[N:14][CH:13]=1)=O)C.O.[OH-].[Na+]. The catalyst is C1COCC1. The product is [F:28][C:25]([F:26])([F:27])[C:21]1[CH:20]=[C:19](/[CH:18]=[CH:17]/[C:15]2[S:16][C:12]([CH2:10][OH:9])=[CH:13][N:14]=2)[CH:24]=[CH:23][CH:22]=1. The yield is 0.920. (2) The yield is 0.310. The catalyst is O. The product is [CH3:21][C@@:38]1([CH2:39][N:7]2[CH:8]=[C:4]([N+:1]([O-:3])=[O:2])[N:5]=[C:6]2[S:9]([C:12]2[CH:13]=[CH:14][C:15]([N+:18]([O-:20])=[O:19])=[CH:16][CH:17]=2)(=[O:11])=[O:10])[CH2:34][O:37]1. The reactants are [N+:1]([C:4]1[N:5]=[C:6]([S:9]([C:12]2[CH:17]=[CH:16][C:15]([N+:18]([O-:20])=[O:19])=[CH:14][CH:13]=2)(=[O:11])=[O:10])[NH:7][CH:8]=1)([O-:3])=[O:2].[CH3:21]N(C)C=O.C(=O)([O-])[O-].[K+].[K+].[F-].[Cs+].[C:34]([O:37][CH2:38][CH3:39])(=O)C. (3) The reactants are [CH:1]1([NH:6][C:7]2[C:12]([C:13]#[N:14])=[CH:11][N:10]=[C:9]([S:15][CH3:16])[N:8]=2)[CH2:5][CH2:4][CH2:3][CH2:2]1.C1(S(N2C(C3C=CC=CC=3)O2)(=O)=[O:24])C=CC=CC=1. The catalyst is ClCCl. The product is [CH:1]1([NH:6][C:7]2[C:12]([C:13]#[N:14])=[CH:11][N:10]=[C:9]([S:15]([CH3:16])=[O:24])[N:8]=2)[CH2:2][CH2:3][CH2:4][CH2:5]1. The yield is 0.623. (4) The reactants are [H-].[H-].[H-].[H-].[Li+].[Al+3].[F:7][C:8]1[CH:13]=[CH:12][C:11]([C:14]2([C:17]([NH2:19])=O)[CH2:16][CH2:15]2)=[CH:10][CH:9]=1. The catalyst is C1COCC1. The product is [F:7][C:8]1[CH:9]=[CH:10][C:11]([C:14]2([CH2:17][NH2:19])[CH2:15][CH2:16]2)=[CH:12][CH:13]=1. The yield is 0.810. (5) The reactants are [F:1][C:2]1[CH:3]=[N:4][C:5]([C@@H:8]([NH:10][C:11](=[O:13])C)[CH3:9])=[N:6][CH:7]=1.[CH3:14][C:15]([O:18]C(OC([O:18][C:15]([CH3:17])([CH3:16])[CH3:14])=O)=O)([CH3:17])[CH3:16].O.[OH-].[Li+].O. The catalyst is CN(C1C=CN=CC=1)C.C1COCC1.CCOCC. The product is [F:1][C:2]1[CH:3]=[N:4][C:5]([C@@H:8]([NH:10][C:11](=[O:13])[O:18][C:15]([CH3:17])([CH3:16])[CH3:14])[CH3:9])=[N:6][CH:7]=1. The yield is 0.800.